Dataset: hERG Central: cardiac toxicity at 1µM, 10µM, and general inhibition. Task: Predict hERG channel inhibition at various concentrations. (1) The molecule is CN1CCC(C2Oc3ccccc3Sc3ccc(Cl)cc32)CC1.O=C(O)/C=C\C(=O)O. Results: hERG_inhib (hERG inhibition (general)): blocker. (2) The molecule is CCOC(=O)c1c(CN2CCOCC2)n(-c2ccccc2)c2ccc(O)cc12. Results: hERG_inhib (hERG inhibition (general)): blocker.